This data is from Drug-target binding data from BindingDB using IC50 measurements. The task is: Regression. Given a target protein amino acid sequence and a drug SMILES string, predict the binding affinity score between them. We predict pIC50 (pIC50 = -log10(IC50 in M); higher means more potent). Dataset: bindingdb_ic50. (1) The compound is Cc1cc(N(Cc2ccc(C(=O)NCCCCN(C)C)cc2)CC(C)(C)C)nc(C)n1. The target protein (Q4KLH9) has sequence MDNSTGTWEGCHVDSRVDHLFPPSLYIFVIGVGLPTNCLALWAAYRQVRQRNELGVYLMNLSIADLLYICTLPLWVDYFLHHDNWIHGPGSCKLFGFIFYSNIYISIAFLCCISVDRYLAVAHPLRFARLRRVKTAVAVSSVVWATELGANSAPLFHDELFRDRYNHTFCFEKFPMERWVAWMNLYRVFVGFLFPWALMLLCYRGILRAVQSSVSTERQEKVKIKRLALSLIAIVLVCFAPYHALLLSRSAVYLGRPWDCGFEERVFSAYHSSLAFTSLNCVADPILYCLVNEGARSDVAKALHNLLRFLASNKPQEMANASLTLETPLTSKRSTTGKTSGAVWAVPPTAQGDQVPLKVLLPPAQ. The pIC50 is 5.9. (2) The drug is NC(=O)c1ccc(Oc2ccc(C(N)=O)cc2)cc1. The target protein sequence is DSSALPDPGFQKITLSSSSEEYQKVWNLFNRTLPFYFVQKIERVQNLALWEVYQWQKGQMQKQNGGKAVDERQLFHGTSAIFVDAICQQNFDWRVCGVHGTSYGKGSYFARDAAYSHHYSKSDTQTHTMFLARVLVGEFVRGNASFVRPPAKEGWSNAFYDSCVNSVSDPSIFVIFEKHQVYPEYVIQYTTSSKPSVTPSILLALGSLFSSRQ. The pIC50 is 4.0.